Dataset: Reaction yield outcomes from USPTO patents with 853,638 reactions. Task: Predict the reaction yield, written as a fraction of the theoretical maximum amount of product (1.0 means a 100% yield; for example, 0.34 means a 34% yield). The reactants are C([O:3][C:4](=[O:33])[CH2:5][CH:6]([N:10]1[C:18]2[C:13](=[CH:14][C:15]([NH:19][C:20](=[O:32])[CH2:21][C:22]3[CH:31]=[CH:30][C:29]4[CH2:28][CH2:27][CH2:26][NH:25][C:24]=4[N:23]=3)=[CH:16][CH:17]=2)[CH:12]=[CH:11]1)[CH2:7][CH2:8][CH3:9])C.[OH-].[Na+]. The catalyst is C1COCC1.O. The product is [N:23]1[C:24]2[NH:25][CH2:26][CH2:27][CH2:28][C:29]=2[CH:30]=[CH:31][C:22]=1[CH2:21][C:20]([NH:19][C:15]1[CH:14]=[C:13]2[C:18](=[CH:17][CH:16]=1)[N:10]([CH:6]([CH2:7][CH2:8][CH3:9])[CH2:5][C:4]([OH:33])=[O:3])[CH:11]=[CH:12]2)=[O:32]. The yield is 0.810.